Dataset: Catalyst prediction with 721,799 reactions and 888 catalyst types from USPTO. Task: Predict which catalyst facilitates the given reaction. Reactant: Cl[C:2]1[C:3]2[CH:10]=[CH:9][N:8]([CH2:11][O:12][CH2:13][CH2:14][Si:15]([CH3:18])([CH3:17])[CH3:16])[C:4]=2[N:5]=[CH:6][N:7]=1.CC1(C)C(C)(C)OB([C:27]2[CH:28]=[N:29][NH:30][CH:31]=2)O1.CN(C=O)C.C(=O)([O-])[O-].[K+].[K+]. Product: [NH:29]1[CH:28]=[C:27]([C:2]2[C:3]3[CH:10]=[CH:9][N:8]([CH2:11][O:12][CH2:13][CH2:14][Si:15]([CH3:18])([CH3:17])[CH3:16])[C:4]=3[N:5]=[CH:6][N:7]=2)[CH:31]=[N:30]1. The catalyst class is: 69.